Predict the reactants needed to synthesize the given product. From a dataset of Full USPTO retrosynthesis dataset with 1.9M reactions from patents (1976-2016). (1) Given the product [ClH:22].[F:17][C:18]1[CH:26]=[CH:25][CH:24]=[C:23]([F:27])[C:19]=1[C:20]([NH:9][C:5]1[CH:6]=[CH:7][CH:8]=[C:3]([N:2]([CH3:1])[CH:10]2[CH2:15][CH2:14][N:13]([CH3:16])[CH2:12][CH2:11]2)[N:4]=1)=[O:21], predict the reactants needed to synthesize it. The reactants are: [CH3:1][N:2]([CH:10]1[CH2:15][CH2:14][N:13]([CH3:16])[CH2:12][CH2:11]1)[C:3]1[CH:8]=[CH:7][CH:6]=[C:5]([NH2:9])[N:4]=1.[F:17][C:18]1[CH:26]=[CH:25][CH:24]=[C:23]([F:27])[C:19]=1[C:20]([Cl:22])=[O:21]. (2) Given the product [NH2:37][C:23]1[N:24]=[CH:25][C:26]([C:9]2[CH:8]=[N:7][N:6]([CH2:5][CH2:4][C:3]([OH:2])=[O:12])[CH:10]=2)=[CH:27][C:22]=1[C:14]1[S:13][C:17]2[CH:18]=[CH:19][CH:20]=[CH:21][C:16]=2[N:15]=1, predict the reactants needed to synthesize it. The reactants are: C[O:2][C:3](=[O:12])[CH2:4][CH2:5][N:6]1[CH:10]=[C:9](I)[CH:8]=[N:7]1.[S:13]1[C:17]2[CH:18]=[CH:19][CH:20]=[CH:21][C:16]=2[N:15]=[C:14]1[C:22]1[C:23]([NH2:37])=[N:24][CH:25]=[C:26](B2OC(C)(C)C(C)(C)O2)[CH:27]=1.[F-].[K+].